Dataset: Peptide-MHC class II binding affinity with 134,281 pairs from IEDB. Task: Regression. Given a peptide amino acid sequence and an MHC pseudo amino acid sequence, predict their binding affinity value. This is MHC class II binding data. The binding affinity (normalized) is 0.583. The peptide sequence is MPFVTTQPEALAAAA. The MHC is DRB1_0701 with pseudo-sequence DRB1_0701.